This data is from Full USPTO retrosynthesis dataset with 1.9M reactions from patents (1976-2016). The task is: Predict the reactants needed to synthesize the given product. (1) Given the product [CH3:27][O:26][C:22](=[O:25])[CH2:23][CH2:24][N:7]1[C:6]2[CH:5]=[CH:4][CH:3]=[C:2]([Br:1])[C:11]=2[O:10][CH:9]([CH:12]([CH3:13])[CH3:14])[C:8]1=[O:15], predict the reactants needed to synthesize it. The reactants are: [Br:1][C:2]1[C:11]2[O:10][CH:9]([CH:12]([CH3:14])[CH3:13])[C:8](=[O:15])[NH:7][C:6]=2[CH:5]=[CH:4][CH:3]=1.C(=O)([O-])[O-].[K+].[K+].[C:22]([O:26][CH3:27])(=[O:25])[CH:23]=[CH2:24].C(O)(=O)CC(CC(O)=O)(C(O)=O)O. (2) The reactants are: [Cl:1][C:2]1[CH:18]=[C:17]([N+:19]([O-])=O)[CH:16]=[CH:15][C:3]=1[O:4][C:5]1[CH:14]=[CH:13][CH:12]=[C:11]2[C:6]=1[CH:7]=[CH:8][CH:9]=[N:10]2.O.[Cl-].[Ca+2].[Cl-]. Given the product [Cl:1][C:2]1[CH:18]=[C:17]([CH:16]=[CH:15][C:3]=1[O:4][C:5]1[CH:14]=[CH:13][CH:12]=[C:11]2[C:6]=1[CH:7]=[CH:8][CH:9]=[N:10]2)[NH2:19], predict the reactants needed to synthesize it. (3) Given the product [Cl:36][C:34]1[CH:35]=[C:30]([CH2:2][C:1]([OH:4])=[O:3])[CH:31]=[C:32]([Cl:54])[C:33]=1[O:37][C:38]1[CH:43]=[CH:42][C:41]([NH:44][C:45](=[O:47])[CH3:46])=[C:40]([C:48]2[CH:49]=[CH:50][CH:51]=[CH:52][CH:53]=2)[CH:39]=1, predict the reactants needed to synthesize it. The reactants are: [C:1]([O:4]C1C=C(Cl)C(OC2C=CC(NC(=O)C)=C(Br)C=2)=C(Cl)C=1C)(=[O:3])[CH3:2].C(O[C:30]1[CH:35]=[C:34]([Cl:36])[C:33]([O:37][C:38]2[CH:43]=[CH:42][C:41]([NH:44][C:45](=[O:47])[CH3:46])=[C:40]([C:48]3[CH:53]=[CH:52][CH:51]=[CH:50][CH:49]=3)[CH:39]=2)=[C:32]([Cl:54])[C:31]=1C)(=O)C. (4) Given the product [Cl:1][C:2]1[CH:7]=[CH:6][C:5]([CH:8]([C:34]2[CH:35]=[CH:36][C:37]([Cl:40])=[CH:38][CH:39]=2)[C:9]2[CH:10]=[C:11]3[C:16](=[CH:17][CH:18]=2)[N:15]=[CH:14][N:13]=[C:12]3[NH:19][CH:20]2[CH2:25][CH2:24][N:23]([C:26]3[CH:31]=[CH:30][C:29]([OH:32])=[CH:28][CH:27]=3)[CH2:22][CH2:21]2)=[CH:4][CH:3]=1, predict the reactants needed to synthesize it. The reactants are: [Cl:1][C:2]1[CH:7]=[CH:6][C:5]([CH:8]([C:34]2[CH:39]=[CH:38][C:37]([Cl:40])=[CH:36][CH:35]=2)[C:9]2[CH:10]=[C:11]3[C:16](=[CH:17][CH:18]=2)[N:15]=[CH:14][N:13]=[C:12]3[NH:19][CH:20]2[CH2:25][CH2:24][N:23]([C:26]3[CH:31]=[CH:30][C:29]([O:32]C)=[CH:28][CH:27]=3)[CH2:22][CH2:21]2)=[CH:4][CH:3]=1.B(Br)(Br)Br. (5) Given the product [CH2:12]([N:19]1[C:23]([C:24]([O:26][CH3:27])=[O:25])=[CH:22][C:21]([O:28][CH2:4][CH3:5])=[N:20]1)[C:13]1[CH:14]=[CH:15][CH:16]=[CH:17][CH:18]=1, predict the reactants needed to synthesize it. The reactants are: [I-].[Na+].Br[CH2:4][CH3:5].C(=O)([O-])[O-].[K+].[K+].[CH2:12]([N:19]1[C:23]([C:24]([O:26][CH3:27])=[O:25])=[CH:22][C:21]([OH:28])=[N:20]1)[C:13]1[CH:18]=[CH:17][CH:16]=[CH:15][CH:14]=1. (6) Given the product [CH3:1][CH:2]1[CH2:7][CH2:6][C:5]2[N:18]([C:19]3[S:20][CH:21]=[C:22]([C:24]([OH:26])=[O:25])[N:23]=3)[C:10]([C:11]3[CH:16]=[CH:15][CH:14]=[CH:13][CH:12]=3)=[CH:9][C:4]=2[CH2:3]1, predict the reactants needed to synthesize it. The reactants are: [CH3:1][CH:2]1[CH2:7][CH2:6][C:5](=O)[CH:4]([CH2:9][C:10](=O)[C:11]2[CH:16]=[CH:15][CH:14]=[CH:13][CH:12]=2)[CH2:3]1.[NH2:18][C:19]1[S:20][CH:21]=[C:22]([C:24]([O:26]C)=[O:25])[N:23]=1. (7) Given the product [F:15][C:2]1([F:1])[CH2:8][C@H:7]([OH:6])[C@@H:5]([C:9]2[N:13]([CH3:14])[N:12]=[CH:11][CH:10]=2)[CH2:4][CH2:3]1, predict the reactants needed to synthesize it. The reactants are: [F:1][C:2]1([F:15])[CH2:8][C@H:7]2[C@:5]([C:9]3[N:13]([CH3:14])[N:12]=[CH:11][CH:10]=3)([O:6]2)[CH2:4][CH2:3]1. (8) Given the product [NH2:30][C:24]1[CH:25]=[CH:26][C:18]2[C:17](=[O:27])[C:13]3[CH:14]=[C:15]4[C:10](=[CH:11][C:12]=3[Si:20]([CH3:21])([CH3:22])[C:19]=2[CH:23]=1)[N:9]([CH3:28])[CH2:8][CH2:16]4, predict the reactants needed to synthesize it. The reactants are: C(N([CH:8]1[CH2:16][C:15]2[C:10](=[CH:11][C:12]3[Si:20]([CH3:22])([CH3:21])[C:19]4[CH:23]=[CH:24][CH:25]=[CH:26][C:18]=4[C:17](=[O:27])[C:13]=3[CH:14]=2)[N:9]1[CH3:28])CC=C)C=C.C[N:30]1C(=O)CC(=O)N(C)C1=O.C(=O)([O-])O.[Na+].